Task: Predict the product of the given reaction.. Dataset: Forward reaction prediction with 1.9M reactions from USPTO patents (1976-2016) (1) The product is: [CH:1]([O:4][C:5]([N:7]1[CH2:12][CH2:11][CH:10]([O:13][C:14]2[C:19]([CH3:20])=[C:18]([NH:21][C:22]3[C:23]([CH3:29])=[N:24][C:25]([N:30]4[CH2:35][CH2:34][O:33][CH2:32][CH2:31]4)=[CH:26][CH:27]=3)[N:17]=[CH:16][N:15]=2)[CH2:9][CH2:8]1)=[O:6])([CH3:3])[CH3:2]. Given the reactants [CH:1]([O:4][C:5]([N:7]1[CH2:12][CH2:11][CH:10]([O:13][C:14]2[C:19]([CH3:20])=[C:18]([NH:21][C:22]3[C:23]([CH3:29])=[N:24][C:25](Cl)=[CH:26][CH:27]=3)[N:17]=[CH:16][N:15]=2)[CH2:9][CH2:8]1)=[O:6])([CH3:3])[CH3:2].[NH:30]1[CH2:35][CH2:34][O:33][CH2:32][CH2:31]1, predict the reaction product. (2) Given the reactants [NH2:1][C:2]([NH:4][C:5]1[S:6][C:7]([C:14]2[CH:19]=[CH:18][C:17]([O:20]C)=[CH:16][CH:15]=2)=[C:8]([CH3:13])[C:9]=1[C:10]([NH2:12])=[O:11])=[O:3].B(Br)(Br)Br, predict the reaction product. The product is: [NH2:1][C:2]([NH:4][C:5]1[S:6][C:7]([C:14]2[CH:15]=[CH:16][C:17]([OH:20])=[CH:18][CH:19]=2)=[C:8]([CH3:13])[C:9]=1[C:10]([NH2:12])=[O:11])=[O:3]. (3) Given the reactants [C:1]([C:3]1[N:4]=[CH:5][C:6]([NH2:9])=[N:7][CH:8]=1)#[CH:2].C(N(CC)CC)C, predict the reaction product. The product is: [NH2:9][C:6]1[CH:5]=[N:4][C:3]([CH2:1][CH3:2])=[CH:8][N:7]=1. (4) Given the reactants [CH3:1][C:2]([CH3:7])=[CH:3][C:4](O)=[O:5].[F:8][C:9]([F:19])([F:18])[O:10][C:11]1[CH:12]=[C:13]([OH:17])[CH:14]=[CH:15][CH:16]=1, predict the reaction product. The product is: [CH3:1][C:2]1([CH3:7])[CH2:3][C:4](=[O:5])[C:14]2[C:13](=[CH:12][C:11]([O:10][C:9]([F:8])([F:18])[F:19])=[CH:16][CH:15]=2)[O:17]1. (5) Given the reactants [NH:1]1[CH2:6][CH2:5][CH:4]([OH:7])[CH2:3][CH2:2]1.[O:8]1[CH2:13][CH2:12][C:11](=O)[CH2:10][CH2:9]1.[BH4-].[Na+].[OH-].[Na+], predict the reaction product. The product is: [O:8]1[CH2:13][CH2:12][CH:11]([N:1]2[CH2:6][CH2:5][CH:4]([OH:7])[CH2:3][CH2:2]2)[CH2:10][CH2:9]1. (6) The product is: [CH:1]1([NH:7][C:8]([NH:10][C:11]2[N:12]=[C:13]3[C:19]([CH3:20])=[CH:18][NH:17][C:14]3=[N:15][CH:16]=2)=[O:9])[CH2:2][CH2:3][CH2:4][CH2:5][CH2:6]1. Given the reactants [CH:1]1([NH:7][C:8]([NH:10][C:11]2[N:12]=[C:13]3[C:19]([CH3:20])=[CH:18][N:17](COCC[Si](C)(C)C)[C:14]3=[N:15][CH:16]=2)=[O:9])[CH2:6][CH2:5][CH2:4][CH2:3][CH2:2]1.C(N)CN, predict the reaction product.